This data is from Peptide-MHC class II binding affinity with 134,281 pairs from IEDB. The task is: Regression. Given a peptide amino acid sequence and an MHC pseudo amino acid sequence, predict their binding affinity value. This is MHC class II binding data. The peptide sequence is AFNVAATAANAAPAN. The MHC is DRB1_1001 with pseudo-sequence DRB1_1001. The binding affinity (normalized) is 0.682.